From a dataset of NCI-60 drug combinations with 297,098 pairs across 59 cell lines. Regression. Given two drug SMILES strings and cell line genomic features, predict the synergy score measuring deviation from expected non-interaction effect. (1) Drug 1: CCC1(C2=C(COC1=O)C(=O)N3CC4=CC5=C(C=CC(=C5CN(C)C)O)N=C4C3=C2)O.Cl. Drug 2: B(C(CC(C)C)NC(=O)C(CC1=CC=CC=C1)NC(=O)C2=NC=CN=C2)(O)O. Cell line: NCI/ADR-RES. Synergy scores: CSS=32.8, Synergy_ZIP=-13.9, Synergy_Bliss=-3.31, Synergy_Loewe=-3.17, Synergy_HSA=-1.62. (2) Cell line: U251. Drug 2: CC1=C2C(C(=O)C3(C(CC4C(C3C(C(C2(C)C)(CC1OC(=O)C(C(C5=CC=CC=C5)NC(=O)C6=CC=CC=C6)O)O)OC(=O)C7=CC=CC=C7)(CO4)OC(=O)C)O)C)OC(=O)C. Drug 1: COC1=CC(=CC(=C1O)OC)C2C3C(COC3=O)C(C4=CC5=C(C=C24)OCO5)OC6C(C(C7C(O6)COC(O7)C8=CC=CS8)O)O. Synergy scores: CSS=61.8, Synergy_ZIP=2.74, Synergy_Bliss=2.27, Synergy_Loewe=2.90, Synergy_HSA=5.93. (3) Drug 1: C1=CC(=CC=C1C#N)C(C2=CC=C(C=C2)C#N)N3C=NC=N3. Cell line: RPMI-8226. Synergy scores: CSS=1.69, Synergy_ZIP=-1.62, Synergy_Bliss=-3.11, Synergy_Loewe=-4.86, Synergy_HSA=-7.60. Drug 2: CC(C)CN1C=NC2=C1C3=CC=CC=C3N=C2N. (4) Drug 1: C1=CC(=CC=C1CCC2=CNC3=C2C(=O)NC(=N3)N)C(=O)NC(CCC(=O)O)C(=O)O. Drug 2: C(CCl)NC(=O)N(CCCl)N=O. Cell line: HCC-2998. Synergy scores: CSS=28.4, Synergy_ZIP=1.36, Synergy_Bliss=1.27, Synergy_Loewe=-11.2, Synergy_HSA=0.395. (5) Drug 1: CC(CN1CC(=O)NC(=O)C1)N2CC(=O)NC(=O)C2. Drug 2: CCC1=C2CN3C(=CC4=C(C3=O)COC(=O)C4(CC)O)C2=NC5=C1C=C(C=C5)O. Cell line: OVCAR-8. Synergy scores: CSS=34.8, Synergy_ZIP=-4.32, Synergy_Bliss=-2.97, Synergy_Loewe=-2.11, Synergy_HSA=0.977. (6) Drug 1: CC12CCC3C(C1CCC2=O)CC(=C)C4=CC(=O)C=CC34C. Drug 2: C1=C(C(=O)NC(=O)N1)N(CCCl)CCCl. Cell line: K-562. Synergy scores: CSS=79.8, Synergy_ZIP=0.933, Synergy_Bliss=0.370, Synergy_Loewe=1.44, Synergy_HSA=1.74.